Dataset: Full USPTO retrosynthesis dataset with 1.9M reactions from patents (1976-2016). Task: Predict the reactants needed to synthesize the given product. (1) Given the product [F:4][C:5]1[CH:10]=[C:9]([N+:11]([O-:13])=[O:12])[CH:8]=[C:7]([O:2][CH3:1])[C:6]=1[N:15]1[CH:19]=[N:18][C:17]([CH3:20])=[N:16]1, predict the reactants needed to synthesize it. The reactants are: [CH3:1][O-:2].[Na+].[F:4][C:5]1[CH:10]=[C:9]([N+:11]([O-:13])=[O:12])[CH:8]=[C:7](F)[C:6]=1[N:15]1[CH:19]=[N:18][C:17]([CH3:20])=[N:16]1. (2) The reactants are: [CH2:1]([O:3][C:4]([N:6]1[C:15]2[C:10](=[N:11][C:12]([O:16][CH3:17])=[CH:13][CH:14]=2)[C@@H:9]([NH2:18])[CH2:8][C@H:7]1[CH2:19][CH3:20])=[O:5])[CH3:2].Cl[C:22]1[CH:29]=[CH:28][C:25]([C:26]#[N:27])=[CH:24][N:23]=1.C(N(CC)C(C)C)(C)C.C(OCC)(=O)C. Given the product [CH2:1]([O:3][C:4]([N:6]1[C:15]2[C:10](=[N:11][C:12]([O:16][CH3:17])=[CH:13][CH:14]=2)[C@@H:9]([NH:18][C:22]2[CH:29]=[CH:28][C:25]([C:26]#[N:27])=[CH:24][N:23]=2)[CH2:8][C@H:7]1[CH2:19][CH3:20])=[O:5])[CH3:2], predict the reactants needed to synthesize it.